Dataset: Forward reaction prediction with 1.9M reactions from USPTO patents (1976-2016). Task: Predict the product of the given reaction. (1) Given the reactants [CH3:1][C:2]1[C:3]([N:9]2[CH2:14][CH2:13][N:12]([C:15]([C:17]3[CH:22]=[CH:21][C:20]([N:23]4[CH2:28][CH2:27][CH2:26][NH:25][C:24]4=[O:29])=[CH:19][CH:18]=3)=[O:16])[CH2:11][CH2:10]2)=[N:4][CH:5]=[C:6]([CH3:8])[CH:7]=1.[CH3:30]I, predict the reaction product. The product is: [CH3:1][C:2]1[C:3]([N:9]2[CH2:10][CH2:11][N:12]([C:15]([C:17]3[CH:18]=[CH:19][C:20]([N:23]4[CH2:28][CH2:27][CH2:26][N:25]([CH3:30])[C:24]4=[O:29])=[CH:21][CH:22]=3)=[O:16])[CH2:13][CH2:14]2)=[N:4][CH:5]=[C:6]([CH3:8])[CH:7]=1. (2) Given the reactants Br[C:2]1[CH:3]=[C:4]([NH:10][C:11]2[CH:16]=[CH:15][C:14]([O:17][CH2:18][CH2:19][N:20]([CH3:22])[CH3:21])=[CH:13][N:12]=2)[C:5](=[O:9])[N:6]([CH3:8])[CH:7]=1.[C:23]([O:26][CH2:27][C:28]1[C:33]([N:34]2[CH2:46][CH2:45][N:37]3[C:38]4[CH2:39][CH2:40][CH2:41][CH2:42][C:43]=4[CH:44]=[C:36]3[C:35]2=[O:47])=[CH:32][C:31]([F:48])=[CH:30][C:29]=1B1OC(C)(C)C(C)(C)O1)(=[O:25])[CH3:24].[O-]P([O-])([O-])=O.[K+].[K+].[K+].CC([O-])=O.[Na+], predict the reaction product. The product is: [C:23]([O:26][CH2:27][C:28]1[C:33]([N:34]2[CH2:46][CH2:45][N:37]3[C:38]4[CH2:39][CH2:40][CH2:41][CH2:42][C:43]=4[CH:44]=[C:36]3[C:35]2=[O:47])=[CH:32][C:31]([F:48])=[CH:30][C:29]=1[C:2]1[CH:3]=[C:4]([NH:10][C:11]2[CH:16]=[CH:15][C:14]([O:17][CH2:18][CH2:19][N:20]([CH3:22])[CH3:21])=[CH:13][N:12]=2)[C:5](=[O:9])[N:6]([CH3:8])[CH:7]=1)(=[O:25])[CH3:24].